Task: Predict the reactants needed to synthesize the given product.. Dataset: Retrosynthesis with 50K atom-mapped reactions and 10 reaction types from USPTO (1) Given the product CC(C)(C)OC(=O)CN1CCC(n2nc(-c3ccc(Oc4ccccc4)cc3)c3c(N)ncnc32)CC1, predict the reactants needed to synthesize it. The reactants are: CC(C)(C)OC(=O)CBr.Nc1ncnc2c1c(-c1ccc(Oc3ccccc3)cc1)nn2C1CCNCC1. (2) Given the product CC1(CN=[N+]=[N-])CCC(S(=O)(=O)c2cccc(C(F)(F)F)c2)CC1, predict the reactants needed to synthesize it. The reactants are: CC1(COS(C)(=O)=O)CCC(S(=O)(=O)c2cccc(C(F)(F)F)c2)CC1.[N-]=[N+]=[N-].